This data is from Catalyst prediction with 721,799 reactions and 888 catalyst types from USPTO. The task is: Predict which catalyst facilitates the given reaction. (1) Reactant: [Cl:1][C:2]1[N:7]=[C:6]([N:8]2[CH2:13][CH2:12][O:11][CH2:10][C@H:9]2[CH3:14])[CH:5]=[C:4]([CH2:15]I)[N:3]=1.[CH3:17][S-:18].[Na+]. Product: [Cl:1][C:2]1[N:7]=[C:6]([N:8]2[CH2:13][CH2:12][O:11][CH2:10][C@H:9]2[CH3:14])[CH:5]=[C:4]([CH2:15][S:18][CH3:17])[N:3]=1. The catalyst class is: 3. (2) Reactant: [O:1]([C:8]1[CH:13]=[CH:12][CH2:11][CH:10]([CH2:14][N:15]2[CH2:19][CH2:18][CH2:17][C:16]2=[O:20])[CH:9]=1)[C:2]1[CH:7]=[CH:6][CH:5]=[CH:4][CH:3]=1.C[Si]([N-][Si](C)(C)C)(C)C.[Li+].[CH2:31]([O:33][C:34](=[O:37])CCl)[CH3:32]. Product: [CH2:31]([O:33][C:34]([CH:17]1[CH2:18][CH2:19][N:15]([CH2:14][C:10]2[CH:11]=[CH:12][CH:13]=[C:8]([O:1][C:2]3[CH:3]=[CH:4][CH:5]=[CH:6][CH:7]=3)[CH:9]=2)[C:16]1=[O:20])=[O:37])[CH3:32]. The catalyst class is: 7. (3) Reactant: C(N(CC)CC)C.[CH3:8][N:9]1[C:17]2[C:12](=[CH:13][CH:14]=[CH:15][CH:16]=2)[C:11]([CH:18]=[O:19])=[N:10]1.[CH:20](=[N:27][C:28]1[CH:33]=[N:32][CH:31]=[C:30]([O:34][CH3:35])[N:29]=1)[C:21]1[CH:26]=[CH:25][CH:24]=[CH:23][CH:22]=1. Product: [CH3:35][O:34][C:30]1[N:29]=[C:28]([NH:27][CH:20]([C:21]2[CH:26]=[CH:25][CH:24]=[CH:23][CH:22]=2)[C:18]([C:11]2[C:12]3[C:17](=[CH:16][CH:15]=[CH:14][CH:13]=3)[N:9]([CH3:8])[N:10]=2)=[O:19])[CH:33]=[N:32][CH:31]=1. The catalyst class is: 433. (4) Reactant: [OH:1][CH:2]1[C:7]([O:10][CH3:11])([O:8][CH3:9])[CH2:6][CH2:5][N:4]([C:12]([O:14][C:15]([CH3:18])([CH3:17])[CH3:16])=[O:13])[CH2:3]1.O1CCC[CH2:20]1.CC(C)([O-])C.[K+].S(OC)(OC)(=O)=O. Product: [CH3:20][O:1][CH:2]1[C:7]([O:8][CH3:9])([O:10][CH3:11])[CH2:6][CH2:5][N:4]([C:12]([O:14][C:15]([CH3:18])([CH3:17])[CH3:16])=[O:13])[CH2:3]1. The catalyst class is: 84. (5) Product: [CH2:21]([O:14][C:6]1[C:5]([CH2:1][CH2:2][CH2:3][CH3:4])=[CH:12][CH:11]=[C:10]([O:18][CH2:15][C:5]2[CH:6]=[CH:7][CH:10]=[CH:11][CH:12]=2)[C:7]=1[CH:8]=[O:9])[C:22]1[CH:27]=[CH:26][CH:25]=[CH:24][CH:23]=1. The catalyst class is: 3. Reactant: [CH2:1]([C:5]1[C:6]([OH:14])=[C:7]([C:10](O)=[CH:11][CH:12]=1)[CH:8]=[O:9])[CH2:2][CH2:3][CH3:4].[C:15](=[O:18])([O-])[O-].[K+].[K+].[CH2:21](Br)[C:22]1[CH:27]=[CH:26][CH:25]=[CH:24][CH:23]=1.O. (6) Reactant: [NH2:1][C:2]1[CH:6]=[C:5]([C:7]([OH:9])=O)[O:4][N:3]=1.F[P-](F)(F)(F)(F)F.N1(O[P+](N(C)C)(N(C)C)N(C)C)C2C=CC=CC=2N=N1.[Cl:37][C:38]1[CH:39]=[CH:40][C:41]([CH3:46])=[C:42]([CH2:44][NH2:45])[CH:43]=1.C(N(CC)C(C)C)(C)C. Product: [NH2:1][C:2]1[CH:6]=[C:5]([C:7]([NH:45][CH2:44][C:42]2[CH:43]=[C:38]([Cl:37])[CH:39]=[CH:40][C:41]=2[CH3:46])=[O:9])[O:4][N:3]=1. The catalyst class is: 248.